This data is from Reaction yield outcomes from USPTO patents with 853,638 reactions. The task is: Predict the reaction yield, written as a fraction of the theoretical maximum amount of product (1.0 means a 100% yield; for example, 0.34 means a 34% yield). (1) The reactants are [CH2:1]([O:8][CH2:9][N:10]1[C:18]2[C:17]([O:19][CH3:20])=[N:16][CH:15]=[N:14][C:13]=2[C:12]([C@H:21]2[C@H:25]([OH:26])[C@H:24]([OH:27])[C@@H:23]([CH2:28][O:29][C:30]([C:43]3[CH:48]=[CH:47][CH:46]=[CH:45][CH:44]=3)([C:37]3[CH:42]=[CH:41][CH:40]=[CH:39][CH:38]=3)[C:31]3[CH:36]=[CH:35][CH:34]=[CH:33][CH:32]=3)[N:22]2[C:49]([O:51][C:52]([CH3:55])([CH3:54])[CH3:53])=[O:50])=[CH:11]1)[C:2]1[CH:7]=[CH:6][CH:5]=[CH:4][CH:3]=1.C([Sn](=O)CCCC)CCC.[CH3:66][O:67][C:68]1[CH:75]=[CH:74][C:71]([CH2:72]Cl)=[CH:70][CH:69]=1. The catalyst is C1C=CC=CC=1.[Br-].C([N+](CCCC)(CCCC)CCCC)CCC.C(OCC)(=O)C. The product is [CH2:1]([O:8][CH2:9][N:10]1[C:18]2[C:17]([O:19][CH3:20])=[N:16][CH:15]=[N:14][C:13]=2[C:12]([C@H:21]2[C@H:25]([O:26][CH2:72][C:71]3[CH:74]=[CH:75][C:68]([O:67][CH3:66])=[CH:69][CH:70]=3)[C@H:24]([OH:27])[C@@H:23]([CH2:28][O:29][C:30]([C:37]3[CH:38]=[CH:39][CH:40]=[CH:41][CH:42]=3)([C:43]3[CH:48]=[CH:47][CH:46]=[CH:45][CH:44]=3)[C:31]3[CH:36]=[CH:35][CH:34]=[CH:33][CH:32]=3)[N:22]2[C:49]([O:51][C:52]([CH3:55])([CH3:54])[CH3:53])=[O:50])=[CH:11]1)[C:2]1[CH:7]=[CH:6][CH:5]=[CH:4][CH:3]=1. The yield is 0.520. (2) The reactants are N(C(OCC)=O)=NC(OCC)=O.[OH:13][CH:14]1[CH2:19][CH2:18][N:17]([C:20]([O:22][C:23]([CH3:26])([CH3:25])[CH3:24])=[O:21])[CH2:16][CH:15]1[CH3:27].[Cl:28][C:29]1[CH:34]=[CH:33][C:32](O)=[CH:31][CH:30]=1.C1(P(C2C=CC=CC=2)C2C=CC=CC=2)C=CC=CC=1. The catalyst is O1CCCC1.C(OCC)C. The product is [Cl:28][C:29]1[CH:34]=[CH:33][C:32]([O:13][CH:14]2[CH2:19][CH2:18][N:17]([C:20]([O:22][C:23]([CH3:26])([CH3:25])[CH3:24])=[O:21])[CH2:16][CH:15]2[CH3:27])=[CH:31][CH:30]=1. The yield is 0.180. (3) The reactants are [CH3:1][C:2]1[C:6]2[C:7](=[O:19])[N:8]([CH2:11][CH2:12][N:13]3[CH2:18][CH2:17][CH2:16][CH2:15][CH2:14]3)[CH2:9][CH2:10][C:5]=2[NH:4][C:3]=1[CH:20]=O.[F:22][C:23]1[CH:24]=[C:25]2[C:29](=[CH:30][CH:31]=1)[NH:28][C:27](=[O:32])[CH2:26]2.N1CCCCC1. The catalyst is C(O)C. The product is [F:22][C:23]1[CH:24]=[C:25]2[C:29](=[CH:30][CH:31]=1)[NH:28][C:27](=[O:32])[C:26]2=[CH:20][C:3]1[NH:4][C:5]2[CH2:10][CH2:9][N:8]([CH2:11][CH2:12][N:13]3[CH2:14][CH2:15][CH2:16][CH2:17][CH2:18]3)[C:7](=[O:19])[C:6]=2[C:2]=1[CH3:1]. The yield is 0.380. (4) The reactants are [C:1]([OH:4])(=[O:3])[CH3:2].C(C1C=CC(C2C=CC(O)=C(C3NC4C=CC(C(N)=N)=CC=4N=3)C=2)=CC=1)(=N)N.O[NH:34][C:35]([C:37]1[CH:62]=[CH:61][C:40]2[NH:41][C:42]([C:44]3[C:45]([OH:60])=[C:46]([C:50]4[CH:55]=[CH:54][C:53]([C:56](=[NH:59])[NH:57]O)=[CH:52][CH:51]=4)[CH:47]=[CH:48][CH:49]=3)=[N:43][C:39]=2[CH:38]=1)=[NH:36].CC(C)C.C(C1C=C(C2C=CC=C(C#N)C=2)C=CC=1O)=O.C(C1C=CC(C2C=C(OC)C(O)=C(C3NC4C=CC(C#N)=CC=4N=3)C=2)=CC=1)#N. No catalyst specified. The product is [C:1]([OH:4])(=[O:3])[CH3:2].[C:56]([C:53]1[CH:52]=[CH:51][C:50]([C:46]2[CH:47]=[CH:48][CH:49]=[C:44]([C:42]3[NH:41][C:40]4[CH:61]=[CH:62][C:37]([C:35]([NH2:36])=[NH:34])=[CH:38][C:39]=4[N:43]=3)[C:45]=2[OH:60])=[CH:55][CH:54]=1)(=[NH:57])[NH2:59]. The yield is 0.900.